Dataset: Forward reaction prediction with 1.9M reactions from USPTO patents (1976-2016). Task: Predict the product of the given reaction. (1) Given the reactants [CH3:1][O:2][C:3]1[CH:4]=[C:5]2[C:10](=[CH:11][C:12]=1[O:13][CH3:14])[N:9]=[CH:8][N:7]=[C:6]2[O:15][C:16]1[CH:22]=[CH:21][C:19]([NH2:20])=[CH:18][CH:17]=1.[C:23]1([CH3:29])[CH:28]=[CH:27][CH:26]=[CH:25][CH:24]=1.C(N(CC)CC)C.Cl[C:38](Cl)([O:40][C:41](=O)OC(Cl)(Cl)Cl)Cl.CC1C=CC(C[SH:55])=CC=1, predict the reaction product. The product is: [CH3:1][O:2][C:3]1[CH:4]=[C:5]2[C:10](=[CH:11][C:12]=1[O:13][CH3:14])[N:9]=[CH:8][N:7]=[C:6]2[O:15][C:16]1[CH:22]=[CH:21][C:19]([NH:20][C:38](=[S:55])[O:40][CH2:41][C:26]2[CH:27]=[CH:28][C:23]([CH3:29])=[CH:24][CH:25]=2)=[CH:18][CH:17]=1. (2) The product is: [NH2:13][C:3]1[CH:4]=[C:5]([CH2:8][C:9](=[O:12])[CH2:10][CH3:11])[CH:6]=[CH:7][C:2]=1[F:1]. Given the reactants [F:1][C:2]1[CH:7]=[CH:6][C:5]([CH2:8][C:9](=[O:12])[CH2:10][CH3:11])=[CH:4][C:3]=1[N+:13]([O-])=O, predict the reaction product. (3) Given the reactants [OH:1][C:2]1[C:3]([N+:10]([O-])=O)=[C:4]([CH:7]=[CH:8][CH:9]=1)[C:5]#[N:6].Cl[Sn]Cl, predict the reaction product. The product is: [NH2:10][C:3]1[C:2]([OH:1])=[CH:9][CH:8]=[CH:7][C:4]=1[C:5]#[N:6]. (4) Given the reactants [Br:1][C:2]1[S:3][C:4]([NH2:16])=[C:5]([C:7]2[CH:12]=[C:11]([Cl:13])[CH:10]=[CH:9][C:8]=2[O:14][CH3:15])[N:6]=1.[N:17]1[N:21]2[CH:22]=[CH:23][CH:24]=[N:25][C:20]2=[C:19]([C:26](Cl)=[O:27])[CH:18]=1, predict the reaction product. The product is: [Br:1][C:2]1[S:3][C:4]([NH:16][C:26]([C:19]2[CH:18]=[N:17][N:21]3[CH:22]=[CH:23][CH:24]=[N:25][C:20]=23)=[O:27])=[C:5]([C:7]2[CH:12]=[C:11]([Cl:13])[CH:10]=[CH:9][C:8]=2[O:14][CH3:15])[N:6]=1. (5) The product is: [N:70]([CH2:11][C@H:10]([CH3:13])[C@H:9]([C@H:14]1[CH2:18][O:17][C:16]([CH3:20])([CH3:19])[N:15]1[C:21]([O:23][C:24]([CH3:27])([CH3:26])[CH3:25])=[O:22])[O:8][Si:1]([C:4]([CH3:7])([CH3:6])[CH3:5])([CH3:3])[CH3:2])=[N+:71]=[N-:72]. Given the reactants [Si:1]([O:8][C@@H:9]([C@H:14]1[CH2:18][O:17][C:16]([CH3:20])([CH3:19])[N:15]1[C:21]([O:23][C:24]([CH3:27])([CH3:26])[CH3:25])=[O:22])[C@@H:10]([CH3:13])[CH2:11]O)([C:4]([CH3:7])([CH3:6])[CH3:5])([CH3:3])[CH3:2].CC(OC(/N=N/C(OC(C)C)=O)=O)C.C1C=CC(P(C2C=CC=CC=2)C2C=CC=CC=2)=CC=1.C1C=CC(OP(OC2C=CC=CC=2)([N:70]=[N+:71]=[N-:72])=O)=CC=1, predict the reaction product. (6) Given the reactants [CH3:1][C:2]1[C:3]([CH3:21])=[CH:4][C:5]2[N:14]([CH2:15][CH:16]=O)[C:13]3[C:8]([C:9](=[O:19])[NH:10][C:11](=[O:18])[N:12]=3)=[N:7][C:6]=2[CH:20]=1.[NH2:22][C@H:23]1[CH2:27][CH2:26][C@@H:25]([CH2:28][C:29]([OH:31])=[O:30])[CH2:24]1, predict the reaction product. The product is: [CH3:1][C:2]1[C:3]([CH3:21])=[CH:4][C:5]2[N:14]([CH2:15][CH2:16][NH:22][C@H:23]3[CH2:27][CH2:26][C@@H:25]([CH2:28][C:29]([OH:31])=[O:30])[CH2:24]3)[C:13]3[C:8]([C:9](=[O:19])[NH:10][C:11](=[O:18])[N:12]=3)=[N:7][C:6]=2[CH:20]=1.